From a dataset of Reaction yield outcomes from USPTO patents with 853,638 reactions. Predict the reaction yield, written as a fraction of the theoretical maximum amount of product (1.0 means a 100% yield; for example, 0.34 means a 34% yield). (1) The reactants are II.C([Mg]Br)(C)C.[Li]CCCC.[C:13]([O:17][C:18](=[O:42])[C:19]1[CH:24]=[C:23]([O:25][CH2:26][C:27]2[CH:32]=[CH:31][CH:30]=[CH:29][CH:28]=2)[C:22](Br)=[C:21]([O:34][CH2:35][C:36]2[CH:41]=[CH:40][CH:39]=[CH:38][CH:37]=2)[CH:20]=1)([CH3:16])([CH3:15])[CH3:14].C([Cu])#N.[Li+].[Cl-].Br[CH2:49][C:50]([CH3:52])=[CH2:51]. The catalyst is C1COCC1. The product is [C:13]([O:17][C:18](=[O:42])[C:19]1[CH:24]=[C:23]([O:25][CH2:26][C:27]2[CH:32]=[CH:31][CH:30]=[CH:29][CH:28]=2)[C:22]([CH2:51][C:50]([CH3:52])=[CH2:49])=[C:21]([O:34][CH2:35][C:36]2[CH:41]=[CH:40][CH:39]=[CH:38][CH:37]=2)[CH:20]=1)([CH3:16])([CH3:15])[CH3:14]. The yield is 0.844. (2) The reactants are [C:1]([O:8][CH3:9])(=[O:7])/[CH:2]=[CH:3]/[C:4]([OH:6])=[O:5].Cl[CH2:11][CH2:12][O:13][C:14]([O:16][CH2:17][CH3:18])=[O:15]. The catalyst is CN1C(=O)CCC1. The product is [C:4]([O:6][CH2:11][CH2:12][O:13][C:14]([O:16][CH2:17][CH3:18])=[O:15])(=[O:5])/[CH:3]=[CH:2]/[C:1]([O:8][CH3:9])=[O:7]. The yield is 0.850. (3) The reactants are C[O:2][C:3]1[CH:4]=[C:5]2[C:10](=[CH:11][CH:12]=1)[CH:9]=[C:8]([C:13]1[N:14]=[C:15]([C:18]3[CH:23]=[CH:22][CH:21]=[CH:20][CH:19]=3)[S:16][CH:17]=1)[CH:7]=[CH:6]2.Br. The catalyst is CC(O)=O. The product is [C:18]1([C:15]2[S:16][CH:17]=[C:13]([C:8]3[CH:9]=[C:10]4[C:5](=[CH:6][CH:7]=3)[CH:4]=[C:3]([OH:2])[CH:12]=[CH:11]4)[N:14]=2)[CH:19]=[CH:20][CH:21]=[CH:22][CH:23]=1. The yield is 0.850. (4) The reactants are [CH3:1][O:2][C:3](=[O:10])[CH2:4][C@@H:5]([CH3:9])[C:6](O)=[O:7].C(N(CC)CC)C.C(OC(Cl)=O)C(C)C.[Cl:26][C:27]1[CH:28]=[C:29]([CH:34]=[CH:35][CH:36]=1)[C:30]([NH:32]O)=[NH:31]. The catalyst is C1COCC1.C(OCC)(=O)C.CN(C=O)C. The product is [CH3:1][O:2][C:3](=[O:10])[CH2:4][C@H:5]([C:6]1[O:7][N:32]=[C:30]([C:29]2[CH:34]=[CH:35][CH:36]=[C:27]([Cl:26])[CH:28]=2)[N:31]=1)[CH3:9]. The yield is 0.950. (5) The reactants are [Cl-].O[NH3+:3].[C:4](=[O:7])([O-])[OH:5].[Na+].CS(C)=O.[CH2:13]([C:17]1[N:18]=[C:19]([CH3:49])[N:20]([CH2:39][C:40]([CH3:48])([C:42]2[CH:47]=[CH:46][CH:45]=[CH:44][CH:43]=2)[CH3:41])[C:21](=[O:38])[C:22]=1[CH2:23][C:24]1[CH:29]=[CH:28][C:27]([C:30]2[C:31]([C:36]#[N:37])=[CH:32][CH:33]=[CH:34][CH:35]=2)=[CH:26][CH:25]=1)[CH2:14][CH2:15][CH3:16]. The catalyst is C(OCC)(=O)C. The product is [CH2:13]([C:17]1[N:18]=[C:19]([CH3:49])[N:20]([CH2:39][C:40]([CH3:48])([C:42]2[CH:43]=[CH:44][CH:45]=[CH:46][CH:47]=2)[CH3:41])[C:21](=[O:38])[C:22]=1[CH2:23][C:24]1[CH:29]=[CH:28][C:27]([C:30]2[CH:35]=[CH:34][CH:33]=[CH:32][C:31]=2[C:36]2[NH:3][C:4](=[O:7])[O:5][N:37]=2)=[CH:26][CH:25]=1)[CH2:14][CH2:15][CH3:16]. The yield is 0.240. (6) The reactants are [O:1]=[C:2]([C:22]1[CH:27]=[CH:26][CH:25]=[CH:24][CH:23]=1)[CH2:3][CH2:4][C:5]1[CH:10]=[CH:9][CH:8]=[CH:7][C:6]=1[NH:11][C:12](=[O:21])[O:13][CH2:14][C:15]1[CH:20]=[CH:19][CH:18]=[CH:17][CH:16]=1.CCCCCCCCCC.C(OO)(C)(C)C.NC1C=CC=CC=1. The catalyst is [I-].C([N+](CCCC)(CCCC)CCCC)CCC.C(OCC)(=O)C.CCCCCC.C(OCC)(=O)C.O. The product is [C:2]([CH:3]1[CH2:4][C:5]2[C:6](=[CH:7][CH:8]=[CH:9][CH:10]=2)[N:11]1[C:12]([O:13][CH2:14][C:15]1[CH:16]=[CH:17][CH:18]=[CH:19][CH:20]=1)=[O:21])(=[O:1])[C:22]1[CH:27]=[CH:26][CH:25]=[CH:24][CH:23]=1. The yield is 0.100. (7) The catalyst is [Br-].C([N+](C)(C)C)CCCCCCCCCCCCCCC.CS(C)=O. The reactants are [CH3:1][O:2][C:3]1[CH:8]=[C:7]([O:9][CH3:10])[C:6]([O:11][CH3:12])=[CH:5][C:4]=1[CH:13]=[CH:14]C.BrN1[C:21](=[O:22])CCC1=O.O. The product is [CH3:1][O:2][C:3]1[CH:8]=[C:7]([O:9][CH3:10])[C:6]([O:11][CH3:12])=[CH:5][C:4]=1[CH:13]([CH3:14])[CH:21]=[O:22]. The yield is 0.450. (8) The product is [CH3:29][O:28][C:26]1[CH:25]=[C:24]([CH2:30][CH2:31][C:32]2[CH:33]=[C:34]([NH:37][C:13](=[O:15])[C:12]3[CH:11]=[CH:10][C:9]([N:4]4[CH2:5][C@H:6]([CH3:8])[NH:7][C@H:2]([CH3:1])[CH2:3]4)=[CH:19][CH:18]=3)[NH:35][N:36]=2)[CH:23]=[C:22]([O:21][CH3:20])[CH:27]=1. The yield is 0.502. The reactants are [CH3:1][C@H:2]1[NH:7][C@@H:6]([CH3:8])[CH2:5][N:4]([C:9]2[CH:19]=[CH:18][C:12]([C:13]([O:15]CC)=O)=[CH:11][CH:10]=2)[CH2:3]1.[CH3:20][O:21][C:22]1[CH:23]=[C:24]([CH2:30][CH2:31][C:32]2[CH:33]=[C:34]([NH2:37])[NH:35][N:36]=2)[CH:25]=[C:26]([O:28][CH3:29])[CH:27]=1.C[Al](C)C. The catalyst is ClCCl.